From a dataset of Full USPTO retrosynthesis dataset with 1.9M reactions from patents (1976-2016). Predict the reactants needed to synthesize the given product. (1) Given the product [Br:1][C:2]1[CH:10]=[C:9]([F:11])[C:5]([C:6]([NH2:15])=[O:7])=[C:4]([F:12])[CH:3]=1, predict the reactants needed to synthesize it. The reactants are: [Br:1][C:2]1[CH:10]=[C:9]([F:11])[C:5]([C:6](O)=[O:7])=[C:4]([F:12])[CH:3]=1.C([N:15](CC)CC)C.C(OC(Cl)=O)C.N. (2) Given the product [CH2:1]([S:3][C:4]1[C:5]([C:14]2[O:29][C:18]3[C:17]([N:16]=2)=[CH:22][C:21]([S:23]([C:25]([F:27])([F:28])[F:26])=[O:24])=[CH:20][N:19]=3)=[N:6][CH:7]=[C:8]([C:10]([F:11])([F:13])[F:12])[CH:9]=1)[CH3:2], predict the reactants needed to synthesize it. The reactants are: [CH2:1]([S:3][C:4]1[C:5]([C:14]([NH:16][C:17]2[C:18]([OH:29])=[N:19][CH:20]=[C:21]([S:23]([C:25]([F:28])([F:27])[F:26])=[O:24])[CH:22]=2)=O)=[N:6][CH:7]=[C:8]([C:10]([F:13])([F:12])[F:11])[CH:9]=1)[CH3:2].COCCOC(/N=N/C(OCCOC)=O)=O.C1(P(C2C=CC=CC=2)C2C=CC=CC=2)C=CC=CC=1.